This data is from Merck oncology drug combination screen with 23,052 pairs across 39 cell lines. The task is: Regression. Given two drug SMILES strings and cell line genomic features, predict the synergy score measuring deviation from expected non-interaction effect. (1) Drug 1: CS(=O)(=O)CCNCc1ccc(-c2ccc3ncnc(Nc4ccc(OCc5cccc(F)c5)c(Cl)c4)c3c2)o1. Drug 2: O=C(NOCC(O)CO)c1ccc(F)c(F)c1Nc1ccc(I)cc1F. Cell line: SKMEL30. Synergy scores: synergy=1.33. (2) Cell line: HT144. Drug 1: CN(C)C(=N)N=C(N)N. Drug 2: O=C(CCCCCCC(=O)Nc1ccccc1)NO. Synergy scores: synergy=-2.71.